This data is from Forward reaction prediction with 1.9M reactions from USPTO patents (1976-2016). The task is: Predict the product of the given reaction. (1) Given the reactants Cl[C:2]1[C:3]2[CH2:16][CH2:15][CH2:14][C:4]=2[N:5]=[C:6]([C:8]2[S:9][C:10]([Cl:13])=[CH:11][CH:12]=2)[N:7]=1.[NH:17]1[C:25]2[C:20](=[CH:21][C:22]([C:26]([O:28][CH3:29])=[O:27])=[CH:23][CH:24]=2)[CH2:19][CH2:18]1, predict the reaction product. The product is: [Cl:13][C:10]1[S:9][C:8]([C:6]2[N:7]=[C:2]([N:17]3[C:25]4[C:20](=[CH:21][C:22]([C:26]([O:28][CH3:29])=[O:27])=[CH:23][CH:24]=4)[CH2:19][CH2:18]3)[C:3]3[CH2:16][CH2:15][CH2:14][C:4]=3[N:5]=2)=[CH:12][CH:11]=1. (2) Given the reactants CS(C)=O.C(Cl)(=O)C(Cl)=O.[OH:11][CH2:12][CH:13]1[CH2:19][CH2:18][CH2:17][N:16]([C:20]([O:22][C:23]([CH3:26])([CH3:25])[CH3:24])=[O:21])[CH2:15][CH2:14]1.C(N(CC)CC)C, predict the reaction product. The product is: [CH:12]([CH:13]1[CH2:19][CH2:18][CH2:17][N:16]([C:20]([O:22][C:23]([CH3:26])([CH3:25])[CH3:24])=[O:21])[CH2:15][CH2:14]1)=[O:11]. (3) Given the reactants Cl[CH2:2][CH2:3][O:4][C:5]1[CH:10]=[CH:9][C:8]([F:11])=[CH:7][C:6]=1[C:12]1([NH:15][C:16]2[C:17](=[O:35])[N:18]([C:22]3[CH:23]=[C:24]([CH:31]=[CH:32][C:33]=3[CH3:34])[C:25]([NH:27][CH:28]3[CH2:30][CH2:29]3)=[O:26])[CH:19]=[CH:20][N:21]=2)[CH2:14][CH2:13]1.[CH3:36][NH2:37], predict the reaction product. The product is: [CH:28]1([NH:27][C:25](=[O:26])[C:24]2[CH:31]=[CH:32][C:33]([CH3:34])=[C:22]([N:18]3[CH:19]=[CH:20][N:21]=[C:16]([NH:15][C:12]4([C:6]5[CH:7]=[C:8]([F:11])[CH:9]=[CH:10][C:5]=5[O:4][CH2:3][CH2:2][NH:37][CH3:36])[CH2:14][CH2:13]4)[C:17]3=[O:35])[CH:23]=2)[CH2:30][CH2:29]1.